The task is: Predict which catalyst facilitates the given reaction.. This data is from Catalyst prediction with 721,799 reactions and 888 catalyst types from USPTO. (1) Reactant: [ClH:1].[CH3:2][C:3]1[CH:8]=[CH:7][C:6]([C:9](=[O:18])[NH:10][CH:11]2[CH2:16][CH2:15][NH:14][C:13](=[O:17])[CH2:12]2)=[CH:5][C:4]=1[C:19]1[CH:24]=[CH:23][C:22]([CH2:25][C@H:26]([NH:41][C:42]([C@H:44]2[CH2:49][CH2:48][C@H:47]([CH2:50][NH:51]C(=O)OC(C)(C)C)[CH2:46][CH2:45]2)=[O:43])[C:27](=[O:40])[NH:28][C:29]2[CH:34]=[CH:33][C:32]([C:35]3[N:36]=[N:37][NH:38][N:39]=3)=[CH:31][CH:30]=2)=[CH:21][CH:20]=1. Product: [ClH:1].[NH2:51][CH2:50][C@H:47]1[CH2:46][CH2:45][C@H:44]([C:42]([NH:41][C@H:26]([C:27](=[O:40])[NH:28][C:29]2[CH:30]=[CH:31][C:32]([C:35]3[N:36]=[N:37][NH:38][N:39]=3)=[CH:33][CH:34]=2)[CH2:25][C:22]2[CH:23]=[CH:24][C:19]([C:4]3[C:3]([CH3:2])=[CH:8][CH:7]=[C:6]([C:9]([NH:10][CH:11]4[CH2:16][CH2:15][NH:14][C:13](=[O:17])[CH2:12]4)=[O:18])[CH:5]=3)=[CH:20][CH:21]=2)=[O:43])[CH2:49][CH2:48]1. The catalyst class is: 12. (2) The catalyst class is: 203. Product: [Cl:26][C:27]1[CH:32]=[C:31]([C:2]2[CH:7]=[CH:6][C:5]([CH2:8][C@@H:9]([NH:18][C:19]([C:21]3[N:22]=[N:23][NH:24][CH:25]=3)=[O:20])[CH2:10][C@:11]([CH2:16][OH:17])([CH3:15])[C:12]([OH:14])=[O:13])=[CH:4][CH:3]=2)[CH:30]=[CH:29][CH:28]=1. Reactant: Br[C:2]1[CH:7]=[CH:6][C:5]([CH2:8][C@@H:9]([NH:18][C:19]([C:21]2[N:22]=[N:23][NH:24][CH:25]=2)=[O:20])[CH2:10][C@:11]([CH2:16][OH:17])([CH3:15])[C:12]([OH:14])=[O:13])=[CH:4][CH:3]=1.[Cl:26][C:27]1[CH:28]=[C:29](B(O)O)[CH:30]=[CH:31][CH:32]=1.C(=O)([O-])[O-].[Na+].[Na+].O. (3) Reactant: [CH2:1]([NH:4][CH2:5][C:6]([O:8][C:9]([CH3:12])([CH3:11])[CH3:10])=[O:7])[CH:2]=[CH2:3].[C:13](Cl)(Cl)=[O:14].C(N(CC)CC)C.[CH:24]1([CH2:27][NH:28][CH2:29][CH:30]=[CH2:31])[CH2:26][CH2:25]1. Product: [CH2:1]([N:4]([C:13]([N:28]([CH2:29][CH:30]=[CH2:31])[CH2:27][CH:24]1[CH2:26][CH2:25]1)=[O:14])[CH2:5][C:6]([O:8][C:9]([CH3:12])([CH3:11])[CH3:10])=[O:7])[CH:2]=[CH2:3]. The catalyst class is: 182. (4) Reactant: [C:1]([C:4]1[CH:12]=[CH:11][C:7]([C:8]([OH:10])=O)=[CH:6][CH:5]=1)(=[O:3])[CH3:2].C1C=CC2N(O)N=NC=2C=1.C(Cl)CCl.[CH3:27][O:28][C:29]1[CH:30]=[C:31]([CH:34]=[CH:35][CH:36]=1)[CH2:32][NH2:33]. Product: [C:1]([C:4]1[CH:5]=[CH:6][C:7]([C:8]([NH:33][CH2:32][C:31]2[CH:34]=[CH:35][CH:36]=[C:29]([O:28][CH3:27])[CH:30]=2)=[O:10])=[CH:11][CH:12]=1)(=[O:3])[CH3:2]. The catalyst class is: 3. (5) Reactant: [OH:1][C:2]1[C:3]2[CH:14]=[C:13]([N+:15]([O-:17])=[O:16])[CH:12]=[CH:11][C:4]=2[S:5][C:6]=1[C:7]([O:9][CH3:10])=[O:8].CCN(CC)CC.[O:25](S(C(F)(F)F)(=O)=O)[S:26]([C:29]([F:32])([F:31])[F:30])(=O)=[O:27]. Product: [N+:15]([C:13]1[CH:12]=[CH:11][C:4]2[S:5][C:6]([C:7]([O:9][CH3:10])=[O:8])=[C:2]([O:1][S:26]([C:29]([F:32])([F:31])[F:30])(=[O:27])=[O:25])[C:3]=2[CH:14]=1)([O-:17])=[O:16]. The catalyst class is: 64. (6) The catalyst class is: 5. Reactant: CC(C)(OC([NH:7][C@H:8]([CH2:21][C:22]1[CH:27]=[C:26]([F:28])[CH:25]=[CH:24][C:23]=1[F:29])[CH2:9][C:10]([N:12]1[CH2:17][CH2:16][N:15]2[CH:18]=[CH:19][N:20]=[C:14]2[CH2:13]1)=[O:11])=O)C.[ClH:31]. Product: [ClH:31].[ClH:31].[NH2:7][C@H:8]([CH2:21][C:22]1[CH:27]=[C:26]([F:28])[CH:25]=[CH:24][C:23]=1[F:29])[CH2:9][C:10]([N:12]1[CH2:17][CH2:16][N:15]2[CH:18]=[CH:19][N:20]=[C:14]2[CH2:13]1)=[O:11]. (7) Product: [S:1]1[C:5]([C:6]2[C:11]([C:12]([F:15])([F:14])[F:13])=[CH:10][N:9]=[C:8]([OH:22])[N:7]=2)=[CH:4][C:3]2[CH:18]=[CH:19][CH:20]=[CH:21][C:2]1=2. Reactant: [S:1]1[C:5]([C:6]2[C:11]([C:12]([F:15])([F:14])[F:13])=[CH:10][N:9]=[C:8](SC)[N:7]=2)=[CH:4][C:3]2[CH:18]=[CH:19][CH:20]=[CH:21][C:2]1=2.[OH-:22].[Na+].Cl. The catalyst class is: 12. (8) Reactant: [CH3:1][C:2]1[CH:3]=[N:4][CH:5]=[CH:6][C:7]=1[NH2:8].[H-].[Na+].[Br:11][C:12]1[S:16][C:15]([C:17](O)=[O:18])=[CH:14][CH:13]=1.C(Cl)(=O)C(Cl)=O. Product: [Br:11][C:12]1[S:16][C:15]([C:17]([NH:8][C:7]2[CH:6]=[CH:5][N:4]=[CH:3][C:2]=2[CH3:1])=[O:18])=[CH:14][CH:13]=1. The catalyst class is: 85.